Dataset: Forward reaction prediction with 1.9M reactions from USPTO patents (1976-2016). Task: Predict the product of the given reaction. (1) The product is: [CH3:22][O:23][C:24](=[O:30])[C@@H:25]([NH:26][C:14](=[O:16])[C:13]1[CH:17]=[CH:18][C:19]([F:20])=[C:11]([Br:10])[CH:12]=1)[C@H:27]([OH:28])[CH3:29]. Given the reactants C(N(C(C)C)CC)(C)C.[Br:10][C:11]1[CH:12]=[C:13]([CH:17]=[CH:18][C:19]=1[F:20])[C:14]([OH:16])=O.Cl.[CH3:22][O:23][C:24](=[O:30])[C@H:25]([C@@H:27]([CH3:29])[OH:28])[NH2:26].CCN=C=NCCCN(C)C.C1C=CC2N(O)N=NC=2C=1, predict the reaction product. (2) The product is: [CH3:8][Si:3]1([CH2:2][N:14]2[C:10](=[O:20])[C:11]3[C:12](=[CH:16][CH:17]=[CH:18][CH:19]=3)[C:13]2=[O:15])[CH2:7][CH2:6][CH2:5][CH2:4]1. Given the reactants Cl[CH2:2][Si:3]1([CH3:8])[CH2:7][CH2:6][CH2:5][CH2:4]1.[K].[C:10]1(=[O:20])[NH:14][C:13](=[O:15])[C:12]2=[CH:16][CH:17]=[CH:18][CH:19]=[C:11]12, predict the reaction product. (3) Given the reactants BrC1C=CC([C@H]2C3C(=CC=C(OCCCN4CCCCC4)C=3)[C@@H]3CCC(=O)[N:10]3[CH2:9]2)=CC=1.[C:32]1([C@H:38]2[C:47]3[C:42](=[CH:43][CH:44]=[C:45]([O:48][CH2:49][CH2:50][CH2:51][N:52]4[CH2:57][CH2:56][CH2:55][CH2:54][CH2:53]4)[CH:46]=3)[C@@H:41]3[CH2:58][CH2:59][C:60](=O)[N:40]3[CH2:39]2)[CH:37]=[CH:36][CH:35]=[CH:34][CH:33]=1, predict the reaction product. The product is: [N:52]1([CH2:51][CH2:50][CH2:49][O:48][C:45]2[CH:46]=[C:47]3[C:42](=[CH:43][CH:44]=2)[C@@H:41]2[CH2:58][CH2:59][CH2:60][N:40]2[CH2:39][C@H:38]3[C:32]2[CH:33]=[CH:34][C:35]([C:9]#[N:10])=[CH:36][CH:37]=2)[CH2:53][CH2:54][CH2:55][CH2:56][CH2:57]1. (4) The product is: [N:1]1[S:5][N:4]=[C:3]2[C:6]([S:10]([NH:13][C:14]3[CH:34]=[C:33]([Cl:35])[C:32]([Cl:36])=[CH:31][C:15]=3[C:16]([NH:18][C@H:19]([C:20](=[O:21])[NH2:37])[CH2:23][C:24]3[CH:25]=[CH:26][C:27]([Cl:30])=[CH:28][CH:29]=3)=[O:17])(=[O:12])=[O:11])=[CH:7][CH:8]=[CH:9][C:2]=12. Given the reactants [N:1]1[S:5][N:4]=[C:3]2[C:6]([S:10]([NH:13][C:14]3[CH:34]=[C:33]([Cl:35])[C:32]([Cl:36])=[CH:31][C:15]=3[C:16]([NH:18][C@@H:19]([CH2:23][C:24]3[CH:29]=[CH:28][C:27]([Cl:30])=[CH:26][CH:25]=3)[C:20](O)=[O:21])=[O:17])(=[O:12])=[O:11])=[CH:7][CH:8]=[CH:9][C:2]=12.[NH3:37], predict the reaction product.